Task: Predict which catalyst facilitates the given reaction.. Dataset: Catalyst prediction with 721,799 reactions and 888 catalyst types from USPTO Reactant: CC(C)([O-])C.[K+].[C:7]1(=[N:13][OH:14])[CH2:12][CH2:11][CH2:10][CH2:9][CH2:8]1.Cl[C:16]1[CH:21]=[CH:20][C:19]([N+:22]([O-:24])=[O:23])=[CH:18][CH:17]=1. Product: [N+:22]([C:19]1[CH:20]=[CH:21][C:16]([O:14][N:13]=[C:7]2[CH2:12][CH2:11][CH2:10][CH2:9][CH2:8]2)=[CH:17][CH:18]=1)([O-:24])=[O:23]. The catalyst class is: 3.